This data is from Catalyst prediction with 721,799 reactions and 888 catalyst types from USPTO. The task is: Predict which catalyst facilitates the given reaction. Reactant: CCN(C(C)C)C(C)C.[OH:10][C:11]1[CH:40]=[CH:39][C:14]([CH2:15][NH:16][C:17]2[N:22]=[C:21]([O:23][CH2:24][C:25]([F:28])([F:27])[F:26])[N:20]=[C:19]([NH:29][C:30]3[CH:38]=[CH:37][C:33]([C:34](O)=[O:35])=[CH:32][N:31]=3)[CH:18]=2)=[CH:13][CH:12]=1.[NH2:41][CH2:42][C:43]([CH3:54])([CH3:53])[CH2:44][NH:45][C:46](=[O:52])[O:47][C:48]([CH3:51])([CH3:50])[CH3:49].CN(C(ON1N=NC2C=CC=CC1=2)=[N+](C)C)C.[B-](F)(F)(F)F. Product: [OH:10][C:11]1[CH:40]=[CH:39][C:14]([CH2:15][NH:16][C:17]2[N:22]=[C:21]([O:23][CH2:24][C:25]([F:28])([F:26])[F:27])[N:20]=[C:19]([NH:29][C:30]3[CH:38]=[CH:37][C:33]([C:34]([NH:41][CH2:42][C:43]([CH3:54])([CH3:53])[CH2:44][NH:45][C:46](=[O:52])[O:47][C:48]([CH3:49])([CH3:51])[CH3:50])=[O:35])=[CH:32][N:31]=3)[CH:18]=2)=[CH:13][CH:12]=1. The catalyst class is: 1.